Dataset: Forward reaction prediction with 1.9M reactions from USPTO patents (1976-2016). Task: Predict the product of the given reaction. (1) Given the reactants [Br:1][C:2]1[CH:7]=[C:6]([CH3:8])[CH:5]=[CH:4][C:3]=1[C:9]1([OH:14])[CH2:13][CH2:12][CH2:11][CH2:10]1.CCN(C(C)C)C(C)C.[CH2:24](Cl)[O:25][CH3:26].[NH4+].[Cl-], predict the reaction product. The product is: [Br:1][C:2]1[CH:7]=[C:6]([CH3:8])[CH:5]=[CH:4][C:3]=1[C:9]1([O:14][CH2:24][O:25][CH3:26])[CH2:13][CH2:12][CH2:11][CH2:10]1. (2) Given the reactants Cl.[N+:2]([CH2:5][CH2:6][C:7]([OH:9])=O)([O-:4])=[O:3].[NH2:10][C@@H:11]([CH2:29][O:30][CH2:31][C:32]1[CH:37]=[CH:36][CH:35]=[CH:34][CH:33]=1)[C:12]([NH:14][C:15]1[CH:20]=[CH:19][C:18]([O:21][C:22]2[CH:27]=[CH:26][C:25]([F:28])=[CH:24][CH:23]=2)=[CH:17][CH:16]=1)=[O:13], predict the reaction product. The product is: [CH2:31]([O:30][CH2:29][C@H:11]([NH:10][C:7](=[O:9])[CH2:6][CH2:5][N+:2]([O-:4])=[O:3])[C:12]([NH:14][C:15]1[CH:20]=[CH:19][C:18]([O:21][C:22]2[CH:27]=[CH:26][C:25]([F:28])=[CH:24][CH:23]=2)=[CH:17][CH:16]=1)=[O:13])[C:32]1[CH:37]=[CH:36][CH:35]=[CH:34][CH:33]=1. (3) Given the reactants C(OC([N:8]1[CH2:15][CH:14]2[N:16]([C:17](=[O:32])/[CH:18]=[CH:19]/[C:20]3[CH:25]=[CH:24][C:23]([Cl:26])=[CH:22][C:21]=3[NH:27][S:28]([CH3:31])(=[O:30])=[O:29])[CH:10]([CH2:11][N:12]([CH2:33][C:34]3[CH:39]=[CH:38][C:37]([F:40])=[CH:36][CH:35]=3)[CH2:13]2)[CH2:9]1)=O)(C)(C)C.C([O-])([O-])=O.[Na+].[Na+], predict the reaction product. The product is: [Cl:26][C:23]1[CH:24]=[CH:25][C:20](/[CH:19]=[CH:18]/[C:17]([N:16]2[CH:14]3[CH2:15][NH:8][CH2:9][CH:10]2[CH2:11][N:12]([CH2:33][C:34]2[CH:35]=[CH:36][C:37]([F:40])=[CH:38][CH:39]=2)[CH2:13]3)=[O:32])=[C:21]([NH:27][S:28]([CH3:31])(=[O:30])=[O:29])[CH:22]=1. (4) Given the reactants Br[C:2]1[CH:7]=[CH:6][C:5]([S:8]([CH3:11])(=[O:10])=[O:9])=[CH:4][N:3]=1.[C:12]([O:16][C:17]([N:19]1[CH2:29][CH2:28][C:22]2([CH2:26][NH:25][C:24](=[O:27])[CH2:23]2)[CH2:21][CH2:20]1)=[O:18])([CH3:15])([CH3:14])[CH3:13].CC1(C)C2C(=C(P(C3C=CC=CC=3)C3C=CC=CC=3)C=CC=2)OC2C(P(C3C=CC=CC=3)C3C=CC=CC=3)=CC=CC1=2.C([O-])([O-])=O.[Cs+].[Cs+], predict the reaction product. The product is: [CH3:11][S:8]([C:5]1[CH:6]=[CH:7][C:2]([N:25]2[C:24](=[O:27])[CH2:23][C:22]3([CH2:28][CH2:29][N:19]([C:17]([O:16][C:12]([CH3:15])([CH3:14])[CH3:13])=[O:18])[CH2:20][CH2:21]3)[CH2:26]2)=[N:3][CH:4]=1)(=[O:10])=[O:9]. (5) Given the reactants [Cl:1][C:2]1[CH:3]=[C:4]([N:8]2[C:12]3[C:13](=[O:24])[N:14]([C:17]4[CH:22]=[CH:21][C:20](I)=[CH:19][CH:18]=4)[CH2:15][CH2:16][C:11]=3[C:10]([S:25]([CH3:28])(=[O:27])=[O:26])=[N:9]2)[CH:5]=[CH:6][CH:7]=1.[C:29]1(=[O:35])[NH:34][CH2:33][CH2:32][CH2:31][CH2:30]1.C(=O)([O-])[O-].[K+].[K+].N1C2C(=CC=C3C=2N=CC=C3)C=CC=1.[OH-].[NH4+], predict the reaction product. The product is: [Cl:1][C:2]1[CH:3]=[C:4]([N:8]2[C:12]3[C:13](=[O:24])[N:14]([C:17]4[CH:22]=[CH:21][C:20]([N:34]5[CH2:33][CH2:32][CH2:31][CH2:30][C:29]5=[O:35])=[CH:19][CH:18]=4)[CH2:15][CH2:16][C:11]=3[C:10]([S:25]([CH3:28])(=[O:27])=[O:26])=[N:9]2)[CH:5]=[CH:6][CH:7]=1.